Dataset: Catalyst prediction with 721,799 reactions and 888 catalyst types from USPTO. Task: Predict which catalyst facilitates the given reaction. (1) Reactant: [CH3:1][C:2]1[CH:3]=[C:4]2[C:8](=[CH:9][CH:10]=1)[NH:7][C:6]([C:11]([OH:13])=O)=[CH:5]2.S(Cl)(Cl)=O.C(Cl)(Cl)Cl.[NH3:22]. Product: [CH3:1][C:2]1[CH:3]=[C:4]2[C:8](=[CH:9][CH:10]=1)[NH:7][C:6]([C:11]([NH2:22])=[O:13])=[CH:5]2. The catalyst class is: 3. (2) Reactant: [CH3:1][S:2][C:3]1[N:4]([C:14]2[CH:19]=[CH:18][C:17]([O:20][CH2:21][C:22]([F:25])([F:24])[F:23])=[CH:16][CH:15]=2)[C:5](=[O:13])[C:6]2[CH2:11][C:10](=[O:12])[NH:9][C:7]=2[N:8]=1.[OH:26]OS([O-])=O.[K+]. The catalyst class is: 86. Product: [CH3:1][S:2]([C:3]1[N:4]([C:14]2[CH:15]=[CH:16][C:17]([O:20][CH2:21][C:22]([F:23])([F:25])[F:24])=[CH:18][CH:19]=2)[C:5](=[O:13])[C:6]2[CH2:11][C:10](=[O:12])[NH:9][C:7]=2[N:8]=1)=[O:26]. (3) Reactant: [F:1][C:2]([F:18])([F:17])[C:3]1[CH:4]=[C:5]([CH:10]=[C:11]([C:13]([F:16])([F:15])[F:14])[CH:12]=1)[CH2:6][NH:7][CH2:8][CH3:9].F[C:20]1[CH:27]=[CH:26][C:25]([C:28]([F:31])([F:30])[F:29])=[CH:24][C:21]=1[CH:22]=[O:23].C(=O)([O-])[O-].[K+].[K+].O. Product: [F:1][C:2]([F:17])([F:18])[C:3]1[CH:4]=[C:5]([CH:10]=[C:11]([C:13]([F:16])([F:15])[F:14])[CH:12]=1)[CH2:6][N:7]([CH2:8][CH3:9])[C:20]1[CH:27]=[CH:26][C:25]([C:28]([F:31])([F:30])[F:29])=[CH:24][C:21]=1[CH:22]=[O:23]. The catalyst class is: 391. (4) Reactant: [NH:1]1[C:9]2[C:4](=[CH:5][CH:6]=[CH:7][CH:8]=2)[C:3]([C:10]([OH:12])=[O:11])=[CH:2]1.[H-].[Na+].[C:15]1([S:21](Cl)(=[O:23])=[O:22])[CH:20]=[CH:19][CH:18]=[CH:17][CH:16]=1. Product: [C:15]1([S:21]([N:1]2[C:9]3[C:4](=[CH:5][CH:6]=[CH:7][CH:8]=3)[C:3]([C:10]([OH:12])=[O:11])=[CH:2]2)(=[O:23])=[O:22])[CH:20]=[CH:19][CH:18]=[CH:17][CH:16]=1. The catalyst class is: 3. (5) Reactant: [S:1]1[CH2:5][C:4](=[O:6])[NH:3][C:2]1=[O:7].[CH:8]1([NH:11][C:12]2[N:17]3[N:18]=[CH:19][C:20]([CH:21]=O)=[C:16]3[N:15]=[C:14]([N:23]3[CH2:28][CH2:27][N:26]([C:29]4[N:36]=[CH:35][CH:34]=[CH:33][C:30]=4[C:31]#[N:32])[CH2:25][CH2:24]3)[C:13]=2[CH3:37])[CH2:10][CH2:9]1.N1CCCCC1. Product: [CH:8]1([NH:11][C:12]2[N:17]3[N:18]=[CH:19][C:20]([CH:21]=[C:5]4[S:1][C:2](=[O:7])[NH:3][C:4]4=[O:6])=[C:16]3[N:15]=[C:14]([N:23]3[CH2:28][CH2:27][N:26]([C:29]4[N:36]=[CH:35][CH:34]=[CH:33][C:30]=4[C:31]#[N:32])[CH2:25][CH2:24]3)[C:13]=2[CH3:37])[CH2:9][CH2:10]1. The catalyst class is: 40.